Predict the product of the given reaction. From a dataset of Forward reaction prediction with 1.9M reactions from USPTO patents (1976-2016). (1) Given the reactants [H-].[Na+].[CH3:3][C:4]1[CH:9]=[C:8]([O:10][CH2:11][C:12]2[N:13]=[C:14](/[CH:17]=[CH:18]/[C:19]3[CH:24]=[CH:23][C:22]([O:25][C:26]([F:29])([F:28])[F:27])=[CH:21][CH:20]=3)[O:15][CH:16]=2)[CH:7]=[CH:6][C:5]=1[CH2:30][CH2:31][CH2:32][CH2:33][C:34]1[N:35]=[N:36][NH:37][CH:38]=1.I[CH3:40], predict the reaction product. The product is: [CH3:40][N:36]1[N:35]=[C:34]([CH2:33][CH2:32][CH2:31][CH2:30][C:5]2[CH:6]=[CH:7][C:8]([O:10][CH2:11][C:12]3[N:13]=[C:14](/[CH:17]=[CH:18]/[C:19]4[CH:20]=[CH:21][C:22]([O:25][C:26]([F:27])([F:28])[F:29])=[CH:23][CH:24]=4)[O:15][CH:16]=3)=[CH:9][C:4]=2[CH3:3])[CH:38]=[N:37]1. (2) Given the reactants C(O[C:6](=[O:35])[NH:7][C@H:8]1[CH2:12][CH2:11][N:10]([C@H:13]2[CH2:18][CH2:17][C@@H:16]([N:19]=[N+]=[N-])[CH2:15][C@H:14]2[CH2:22][S:23]([C:26]2[CH:31]=[CH:30][C:29](SC)=[CH:28][CH:27]=2)(=[O:25])=[O:24])[C:9]1=[O:34])(C)(C)C.[C:36](O)([C:38]([F:41])([F:40])[F:39])=O, predict the reaction product. The product is: [C:26]1([S:23]([CH2:22][C@@H:14]2[CH2:15][C@H:16]([NH:19][CH:8]([CH3:12])[CH3:9])[CH2:17][CH2:18][C@@H:13]2[N:10]2[CH2:11][CH2:12][C@H:8]([NH:7][C:6](=[O:35])[C:14]3[CH:13]=[CH:18][CH:17]=[C:36]([C:38]([F:41])([F:40])[F:39])[CH:15]=3)[C:9]2=[O:34])(=[O:24])=[O:25])[CH:31]=[CH:30][CH:29]=[CH:28][CH:27]=1.